Task: Predict which catalyst facilitates the given reaction.. Dataset: Catalyst prediction with 721,799 reactions and 888 catalyst types from USPTO (1) Reactant: [H-].[Na+].[CH:3]1([S:6]([NH2:9])(=[O:8])=[O:7])[CH2:5][CH2:4]1.[F:10][C:11]1[CH:12]=[C:13]([C:35](O)=[O:36])[C:14]2[CH2:15][C:16]([CH3:34])([CH3:33])[CH:17]([C:21]3[CH:26]=[CH:25][CH:24]=[C:23]([N:27]4[CH2:32][CH2:31][O:30][CH2:29][CH2:28]4)[CH:22]=3)[NH:18][C:19]=2[CH:20]=1.C(N1C=CN=C1)(N1C=CN=C1)=O. Product: [F:10][C:11]1[CH:12]=[C:13]([C:35]([NH:9][S:6]([CH:3]2[CH2:5][CH2:4]2)(=[O:8])=[O:7])=[O:36])[C:14]2[CH2:15][C:16]([CH3:33])([CH3:34])[CH:17]([C:21]3[CH:26]=[CH:25][CH:24]=[C:23]([N:27]4[CH2:28][CH2:29][O:30][CH2:31][CH2:32]4)[CH:22]=3)[NH:18][C:19]=2[CH:20]=1. The catalyst class is: 9. (2) Product: [C:1]([O:5][C:6](=[O:26])[NH:7][N:8]1[C:17](=[O:18])[C:16]2[C:11](=[C:12]([Cl:21])[C:13]([N:27]3[CH2:31][CH2:30][CH:29]([CH2:39][NH:36][S:42]([CH3:41])(=[O:44])=[O:43])[CH2:28]3)=[C:14]([F:19])[CH:15]=2)[N:10]([CH:22]2[CH2:24][CH2:23]2)[C:9]1=[O:25])([CH3:3])([CH3:2])[CH3:4]. Reactant: [C:1]([O:5][C:6](=[O:26])[NH:7][N:8]1[C:17](=[O:18])[C:16]2[C:11](=[C:12]([Cl:21])[C:13](F)=[C:14]([F:19])[CH:15]=2)[N:10]([CH:22]2[CH2:24][CH2:23]2)[C:9]1=[O:25])([CH3:4])([CH3:3])[CH3:2].[NH:27]1[CH2:31][CH2:30][CH:29](NC)[CH2:28]1.C([N:36]([CH2:39]C)CC)C.[CH3:41][S:42](Cl)(=[O:44])=[O:43]. The catalyst class is: 115. (3) Reactant: [NH2:1][C:2]([C:4]1([CH:17]([CH3:19])[CH3:18])[CH2:9][CH2:8][N:7]([C:10]([O:12][C:13]([CH3:16])([CH3:15])[CH3:14])=[O:11])[CH2:6][CH2:5]1)=O.N1C(Cl)=NC(Cl)=NC=1Cl. Product: [C:2]([C:4]1([CH:17]([CH3:19])[CH3:18])[CH2:9][CH2:8][N:7]([C:10]([O:12][C:13]([CH3:15])([CH3:14])[CH3:16])=[O:11])[CH2:6][CH2:5]1)#[N:1]. The catalyst class is: 255. (4) Reactant: [C:1]([NH:4][C:5]1[CH:10]=[CH:9][C:8]([S:11][C:12]2[N:21]=[C:20]([NH:22][C:23]3[NH:24][N:25]=[C:26]([CH3:28])[CH:27]=3)[C:19]3[C:14](=[CH:15][C:16]([OH:29])=[CH:17][CH:18]=3)[N:13]=2)=[CH:7][CH:6]=1)(=[O:3])[CH3:2].C(=O)([O-])[O-].[K+].[K+].Cl[CH2:37][CH2:38][CH2:39][N:40]1[CH2:45][CH2:44][O:43][CH2:42][CH2:41]1. Product: [C:1]([NH:4][C:5]1[CH:6]=[CH:7][C:8]([S:11][C:12]2[N:21]=[C:20]([NH:22][C:23]3[NH:24][N:25]=[C:26]([CH3:28])[CH:27]=3)[C:19]3[C:14](=[CH:15][C:16]([O:29][CH2:37][CH2:38][CH2:39][N:40]4[CH2:45][CH2:44][O:43][CH2:42][CH2:41]4)=[CH:17][CH:18]=3)[N:13]=2)=[CH:9][CH:10]=1)(=[O:3])[CH3:2]. The catalyst class is: 3. (5) Reactant: [Br:1][C:2]1[CH:6]=[CH:5][S:4][C:3]=1[CH:7]=O.[C:9]1([C:15](=[N:22][NH2:23])[C:16]2[CH:21]=[CH:20][CH:19]=[CH:18][CH:17]=2)[CH:14]=[CH:13][CH:12]=[CH:11][CH:10]=1. Product: [C:15](=[N:22]/[N:23]=[CH:7]/[C:3]1[S:4][CH:5]=[CH:6][C:2]=1[Br:1])([C:16]1[CH:17]=[CH:18][CH:19]=[CH:20][CH:21]=1)[C:9]1[CH:14]=[CH:13][CH:12]=[CH:11][CH:10]=1. The catalyst class is: 14. (6) Reactant: [F:1][C:2]([F:7])([F:6])[C:3]([OH:5])=[O:4].[CH2:8]([O:12][C:13]1([C:38]2[CH:43]=[CH:42][CH:41]=[CH:40][C:39]=2[CH3:44])[CH2:16][N:15]([C:17]([CH:19]([NH:30]C(=O)OC(C)(C)C)[CH:20]([OH:29])[C:21]2[CH:26]=[CH:25][C:24]([O:27][CH3:28])=[CH:23][CH:22]=2)=[O:18])[CH2:14]1)[CH2:9][CH2:10][CH3:11]. Product: [F:1][C:2]([F:7])([F:6])[C:3]([OH:5])=[O:4].[NH2:30][CH:19]([CH:20]([OH:29])[C:21]1[CH:22]=[CH:23][C:24]([O:27][CH3:28])=[CH:25][CH:26]=1)[C:17]([N:15]1[CH2:16][C:13]([O:12][CH2:8][CH2:9][CH2:10][CH3:11])([C:38]2[CH:43]=[CH:42][CH:41]=[CH:40][C:39]=2[CH3:44])[CH2:14]1)=[O:18]. The catalyst class is: 4.